Dataset: Serine/threonine kinase 33 screen with 319,792 compounds. Task: Binary Classification. Given a drug SMILES string, predict its activity (active/inactive) in a high-throughput screening assay against a specified biological target. (1) The drug is O=C(Nc1ccc(Oc2ccccc2)nc1)C1N(CCCC1)Cc1cc(ccc1)C(=O)C. The result is 0 (inactive). (2) The molecule is S=C(N\N=C1\c2c(c3c1cc(OCCN1CCOCC1)cc3)ccc(OCCN1CCOCC1)c2)N. The result is 0 (inactive).